Dataset: Cav3 T-type calcium channel HTS with 100,875 compounds. Task: Binary Classification. Given a drug SMILES string, predict its activity (active/inactive) in a high-throughput screening assay against a specified biological target. (1) The compound is Fc1cc(NC(=O)NC(CCc2occc2)C)ccc1. The result is 0 (inactive). (2) The drug is O(c1ccc(Nc2nccc3n(nnc23)C)cc1)C. The result is 0 (inactive).